This data is from Reaction yield outcomes from USPTO patents with 853,638 reactions. The task is: Predict the reaction yield, written as a fraction of the theoretical maximum amount of product (1.0 means a 100% yield; for example, 0.34 means a 34% yield). (1) The yield is 1.01. The product is [CH3:15][O:14][CH2:13][CH2:12][CH2:11][O:10][C:7]1[CH:6]=[CH:5][N:4]=[C:3]([CH2:2][S:25][C:17]2[NH:18][C:19]3[CH:24]=[CH:23][CH:22]=[CH:21][C:20]=3[N:16]=2)[C:8]=1[CH3:9]. The reactants are Cl[CH2:2][C:3]1[C:8]([CH3:9])=[C:7]([O:10][CH2:11][CH2:12][CH2:13][O:14][CH3:15])[CH:6]=[CH:5][N:4]=1.[N:16]1[C:20]2[CH:21]=[CH:22][CH:23]=[CH:24][C:19]=2[NH:18][C:17]=1[SH:25].[OH-].[Na+]. The catalyst is C(O)C. (2) The reactants are [Cl:1][C:2]1[CH:3]=[C:4]([NH2:26])[C:5]([NH:9][CH:10]2[CH2:15][CH2:14][N:13]([C@H:16]3[CH2:21][CH2:20][C@H:19]([O:22][CH2:23][CH2:24][CH3:25])[CH2:18][CH2:17]3)[CH2:12][CH2:11]2)=[CH:6][C:7]=1[CH3:8].C(N(C(C)C)CC)(C)C.Cl[C:37](Cl)([O:39]C(=O)OC(Cl)(Cl)Cl)Cl.C([O-])(O)=O.[Na+]. The catalyst is ClCCl.O. The product is [ClH:1].[Cl:1][C:2]1[C:7]([CH3:8])=[CH:6][C:5]2[N:9]([CH:10]3[CH2:15][CH2:14][N:13]([C@H:16]4[CH2:21][CH2:20][C@H:19]([O:22][CH2:23][CH2:24][CH3:25])[CH2:18][CH2:17]4)[CH2:12][CH2:11]3)[C:37](=[O:39])[NH:26][C:4]=2[CH:3]=1. The yield is 0.680. (3) The reactants are [S:1]1[CH:5]=[CH:4][CH:3]=[C:2]1[S:6]([NH:9][C:10]1[CH:11]=[CH:12][CH:13]=[C:14]2[C:18]=1[NH:17][C:16]([C:19](OCC)=[O:20])=[CH:15]2)(=[O:8])=[O:7].O1CCCC1.[H-].[Al+3].[Li+].[H-].[H-].[H-].[Cl-].[NH4+]. The catalyst is C(O)C. The product is [OH:20][CH2:19][C:16]1[NH:17][C:18]2[C:14]([CH:15]=1)=[CH:13][CH:12]=[CH:11][C:10]=2[NH:9][S:6]([C:2]1[S:1][CH:5]=[CH:4][CH:3]=1)(=[O:8])=[O:7]. The yield is 0.820. (4) The reactants are CC[C@H]1[C@H]2C[C@H]([C@H](OC3C4C(=CC=CC=4)C(O[C@H](C4C=CN=C5C=4C=C(OC)C=C5)[C@@H]4N5C[C@H](CC)[C@@H](CC5)C4)=NN=3)C3C=CN=C4C=3C=C([O:22]C)C=C4)N(CC2)C1.[CH2:59]([O:61][C:62](=[O:76])[C:63]1[CH:68]=[C:67]([C:69]([F:72])([F:71])[F:70])C(C=C)=[CH:65][C:64]=1[NH2:75])[CH3:60].N([O-])=O.[Na+].C(OCC)(=O)C.[CH3:87][C:88]([OH:91])(C)[CH3:89].O. No catalyst specified. The product is [CH2:59]([O:61][C:62](=[O:76])[C:63]1[CH:68]=[C:67]([C:69]([F:72])([F:71])[F:70])[C:87]([CH:88]([OH:91])[CH2:89][OH:22])=[CH:65][C:64]=1[NH2:75])[CH3:60]. The yield is 0.790. (5) The reactants are Br[CH:2]=[C:3]1[C:9]2[CH:10]=[C:11]([F:14])[CH:12]=[CH:13][C:8]=2[CH2:7][CH2:6][C:5]2[CH:15]=[CH:16][CH:17]=[CH:18][C:4]1=2.[OH:19][C:20]1[CH:21]=[C:22](B(O)O)[CH:23]=[CH:24][CH:25]=1. No catalyst specified. The product is [F:14][C:11]1[CH:12]=[CH:13][C:8]2[CH2:7][CH2:6][C:5]3[CH:15]=[CH:16][CH:17]=[CH:18][C:4]=3[C:3](=[CH:2][C:22]3[CH:21]=[C:20]([OH:19])[CH:25]=[CH:24][CH:23]=3)[C:9]=2[CH:10]=1. The yield is 0.920. (6) The reactants are [Br:1][C:2]1[CH:3]=[C:4](O)[CH:5]=[C:6]([O:8][CH3:9])[CH:7]=1.[CH3:11][C@@H:12]([OH:16])[CH2:13][O:14][CH3:15].C1(P(C2C=CC=CC=2)C2C=CC=CC=2)C=CC=CC=1.N(C(OCC)=O)=NC(OCC)=O. The catalyst is C1(C)C=CC=CC=1. The product is [Br:1][C:2]1[CH:3]=[C:4]([O:16][C@@H:12]([CH3:11])[CH2:13][O:14][CH3:15])[CH:5]=[C:6]([O:8][CH3:9])[CH:7]=1. The yield is 0.890. (7) The reactants are FC(F)(F)C(O)=O.[Br:8][C:9]1[CH:14]=[C:13]2[NH:15][C:16](=[O:38])[C:17]3([CH:21]([C:22]4[CH:27]=[CH:26][CH:25]=[C:24]([Cl:28])[C:23]=4[F:29])[CH:20]([C:30](O)=[O:31])[NH:19][CH:18]3[CH2:33][C:34]([CH3:37])([CH3:36])[CH3:35])[C:12]2=[CH:11][CH:10]=1.C(N(C(C)C)CC)(C)C.C1(P(Cl)(C2C=CC=CC=2)=O)C=CC=CC=1.[NH2:63][C:64]1[CH:73]=[CH:72][C:67]([C:68]([O:70][CH3:71])=[O:69])=[CH:66][C:65]=1[O:74][CH3:75]. No catalyst specified. The product is [CH3:71][O:70][C:68](=[O:69])[C:67]1[CH:72]=[CH:73][C:64]([NH:63][C:30]([C@@H:20]2[NH:19][C@@H:18]([CH2:33][C:34]([CH3:37])([CH3:36])[CH3:35])[C@:17]3([C:12]4[C:13](=[CH:14][C:9]([Br:8])=[CH:10][CH:11]=4)[NH:15][C:16]3=[O:38])[C@H:21]2[C:22]2[CH:27]=[CH:26][CH:25]=[C:24]([Cl:28])[C:23]=2[F:29])=[O:31])=[C:65]([O:74][CH3:75])[CH:66]=1. The yield is 0.480. (8) The reactants are Br[C:2]1[CH:3]=[C:4]2[C:9](=[C:10]([O:12][CH3:13])[CH:11]=1)[N:8]=[C:7]([Cl:14])[N:6]=[C:5]2[N:15]1[CH2:20][CH2:19][O:18][CH2:17][CH2:16]1.CN(C)C=O.[F:26][C:27]1[CH:32]=[CH:31][CH:30]=[C:29]([F:33])[C:28]=1[S:34]([NH:37][C:38]1[CH:43]=[CH:42][CH:41]=[C:40](B2OC(C)(C)C(C)(C)O2)[C:39]=1[F:53])(=[O:36])=[O:35].C(=O)([O-])[O-].[Na+].[Na+]. The catalyst is Cl[Pd](Cl)([P](C1C=CC=CC=1)(C1C=CC=CC=1)C1C=CC=CC=1)[P](C1C=CC=CC=1)(C1C=CC=CC=1)C1C=CC=CC=1.O. The product is [Cl:14][C:7]1[N:6]=[C:5]([N:15]2[CH2:20][CH2:19][O:18][CH2:17][CH2:16]2)[C:4]2[C:9](=[C:10]([O:12][CH3:13])[CH:11]=[C:2]([C:40]3[C:39]([F:53])=[C:38]([NH:37][S:34]([C:28]4[C:27]([F:26])=[CH:32][CH:31]=[CH:30][C:29]=4[F:33])(=[O:35])=[O:36])[CH:43]=[CH:42][CH:41]=3)[CH:3]=2)[N:8]=1. The yield is 0.440.